Dataset: Catalyst prediction with 721,799 reactions and 888 catalyst types from USPTO. Task: Predict which catalyst facilitates the given reaction. (1) Reactant: [NH:1]1[C:5]2[CH:6]=[CH:7][CH:8]=[CH:9][C:4]=2[N:3]=[C:2]1[C:10]([C:12]1[CH:17]=[CH:16][C:15]([OH:18])=[CH:14][CH:13]=1)=[O:11].F[C:20]1[C:21]([CH:26]2[CH2:31][CH2:30][N:29]([C:32](=[O:34])[CH3:33])[CH2:28][CH2:27]2)=[N:22][CH:23]=[CH:24][N:25]=1.C(=O)([O-])[O-].[Cs+].[Cs+]. Product: [NH:1]1[C:5]2[CH:6]=[CH:7][CH:8]=[CH:9][C:4]=2[N:3]=[C:2]1[C:10]([C:12]1[CH:17]=[CH:16][C:15]([O:18][C:20]2[C:21]([CH:26]3[CH2:27][CH2:28][N:29]([C:32](=[O:34])[CH3:33])[CH2:30][CH2:31]3)=[N:22][CH:23]=[CH:24][N:25]=2)=[CH:14][CH:13]=1)=[O:11]. The catalyst class is: 16. (2) Reactant: [N+:1]([C:4]1[CH:5]=[C:6]2[C:10](=[CH:11][CH:12]=1)[NH:9][NH:8][C:7]2=[O:13])([O-:3])=[O:2].Br[CH2:15][C:16]([O:18][CH2:19][CH3:20])=[O:17].C(=O)([O-])[O-].[K+].[K+].Cl. Product: [CH2:19]([O:18][C:16](=[O:17])[CH2:15][N:9]1[C:10]2[C:6](=[CH:5][C:4]([N+:1]([O-:3])=[O:2])=[CH:12][CH:11]=2)[C:7](=[O:13])[NH:8]1)[CH3:20]. The catalyst class is: 248.